This data is from Catalyst prediction with 721,799 reactions and 888 catalyst types from USPTO. The task is: Predict which catalyst facilitates the given reaction. (1) Reactant: [OH:1][C:2]1[CH:10]=[CH:9][CH:8]=[C:7]2[C:3]=1[CH2:4][CH2:5][C:6]2=[O:11].[C:12](=O)([O-])[O-].[K+].[K+]. Product: [CH3:12][O:1][C:2]1[CH:10]=[CH:9][CH:8]=[C:7]2[C:3]=1[CH2:4][CH2:5][C:6]2=[O:11]. The catalyst class is: 21. (2) Reactant: [NH2:1][C:2]1[CH:7]=[CH:6][CH:5]=[CH:4][C:3]=1[SH:8].I[CH:10]([CH3:12])[CH3:11].CC(C)([O-])C.[K+]. Product: [CH:10]([S:8][C:3]1[CH:4]=[CH:5][CH:6]=[CH:7][C:2]=1[NH2:1])([CH3:12])[CH3:11]. The catalyst class is: 8. (3) Reactant: [NH2:1][C@@H:2]([CH:5]([C:10]([F:13])([F:12])[F:11])[C:6]([F:9])([F:8])[F:7])[CH2:3][OH:4].CN1CCOCC1.[Cl:21][C:22]1[CH:27]=[CH:26][C:25]([S:28](Cl)(=[O:30])=[O:29])=[CH:24][CH:23]=1.O. Product: [Cl:21][C:22]1[CH:27]=[CH:26][C:25]([S:28]([NH:1][C@H:2]([CH2:3][OH:4])[CH:5]([C:6]([F:7])([F:8])[F:9])[C:10]([F:11])([F:12])[F:13])(=[O:30])=[O:29])=[CH:24][CH:23]=1. The catalyst class is: 480. (4) Reactant: [F:1][C:2]1[CH:10]=[CH:9][C:8]2[N:7]([Si](CCC)(CCC)CCC)[CH:6]=[CH:5][C:4]=2[C:3]=1[C:21]([OH:23])=O.F[P-](F)(F)(F)(F)F.[N:31]1(OC(N(C)C)=[N+](C)C)C2N=CC=CC=2N=N1.O.N.O. Product: [F:1][C:2]1[CH:10]=[CH:9][C:8]2[NH:7][CH:6]=[CH:5][C:4]=2[C:3]=1[C:21]([NH2:31])=[O:23]. The catalyst class is: 3. (5) Reactant: [C:1]12([C:8](O)=[O:9])[CH2:7][CH:6]1[CH2:5][CH2:4][CH2:3][CH2:2]2.B.O1CCCC1. Product: [C:1]12([CH2:8][OH:9])[CH2:7][CH:6]1[CH2:5][CH2:4][CH2:3][CH2:2]2. The catalyst class is: 7.